Dataset: Catalyst prediction with 721,799 reactions and 888 catalyst types from USPTO. Task: Predict which catalyst facilitates the given reaction. Reactant: CS([C:4]1[N:9]=[CH:8][C:7]2=[CH:10][CH:11]=[C:12]([C:13]3[CH:18]=[CH:17][CH:16]=[CH:15][C:14]=3[O:19][CH3:20])[N:6]2[N:5]=1)=O.C(N(CC)C(C)C)(C)C.[CH3:30][N:31]1[CH2:36][CH2:35][N:34]([C:37]2[CH:38]=[C:39]([CH:41]=[CH:42][CH:43]=2)[NH2:40])[CH2:33][CH2:32]1. Product: [CH3:20][O:19][C:14]1[CH:15]=[CH:16][CH:17]=[CH:18][C:13]=1[C:12]1[N:6]2[C:7]([CH:8]=[N:9][C:4]([NH:40][C:39]3[CH:41]=[CH:42][CH:43]=[C:37]([N:34]4[CH2:33][CH2:32][N:31]([CH3:30])[CH2:36][CH2:35]4)[CH:38]=3)=[N:5]2)=[CH:10][CH:11]=1. The catalyst class is: 141.